Dataset: Reaction yield outcomes from USPTO patents with 853,638 reactions. Task: Predict the reaction yield, written as a fraction of the theoretical maximum amount of product (1.0 means a 100% yield; for example, 0.34 means a 34% yield). The reactants are CN(C(ON1N=NC2C=CC=NC1=2)=[N+](C)C)C.F[P-](F)(F)(F)(F)F.[F:25][C:26]1[CH:31]=[CH:30][CH:29]=[CH:28][C:27]=1[N:32]1[C:40]2[C:35](=[C:36]([N:41]3[CH2:45][CH2:44][N:43]([CH2:46][C:47](O)=[O:48])[C:42]3=[O:50])[CH:37]=[CH:38][CH:39]=2)[CH:34]=[N:33]1.Cl.[F:52][CH:53]1[CH2:58][CH2:57][CH2:56][NH:55][CH2:54]1.C(N(CC)CC)C. The catalyst is CN(C)C=O. The product is [F:25][C:26]1[CH:31]=[CH:30][CH:29]=[CH:28][C:27]=1[N:32]1[C:40]2[C:35](=[C:36]([N:41]3[CH2:45][CH2:44][N:43]([CH2:46][C:47]([N:55]4[CH2:56][CH2:57][CH2:58][CH:53]([F:52])[CH2:54]4)=[O:48])[C:42]3=[O:50])[CH:37]=[CH:38][CH:39]=2)[CH:34]=[N:33]1. The yield is 0.860.